This data is from Full USPTO retrosynthesis dataset with 1.9M reactions from patents (1976-2016). The task is: Predict the reactants needed to synthesize the given product. (1) The reactants are: Br[C:2]1[C:3]([C:39]([F:42])([F:41])[F:40])=[N:4][N:5]([CH2:9][C:10]([NH:12][C@H:13]([C:23]2[C:28]([C:29]3[CH:30]=[CH:31][C:32]([F:38])=[C:33]([CH:37]=3)[C:34]([NH2:36])=[O:35])=[CH:27][CH:26]=[CH:25][N:24]=2)[CH2:14][C:15]2[CH:20]=[C:19]([F:21])[CH:18]=[C:17]([F:22])[CH:16]=2)=[O:11])[C:6]=1[CH2:7][CH3:8].BrC1C(C(F)(F)F)=NN(CC(N[C@H](C2C(C3C=CC(F)=C(C=3)C(N)=O)=CC=CN=2)[CH2:54][C:55]2[CH:60]=C(F)C=C(F)C=2)=O)C=1. Given the product [CH:60]1([C:2]2[C:3]([C:39]([F:40])([F:41])[F:42])=[N:4][N:5]([CH2:9][C:10]([NH:12][C@H:13]([C:23]3[C:28]([C:29]4[CH:30]=[CH:31][C:32]([F:38])=[C:33]([CH:37]=4)[C:34]([NH2:36])=[O:35])=[CH:27][CH:26]=[CH:25][N:24]=3)[CH2:14][C:15]3[CH:16]=[C:17]([F:22])[CH:18]=[C:19]([F:21])[CH:20]=3)=[O:11])[C:6]=2[CH2:7][CH3:8])[CH2:55][CH2:54]1, predict the reactants needed to synthesize it. (2) Given the product [Cl:1][C:2]1[C:7]2[CH:8]=[C:9]([C:11]3[O:15][N:14]=[C:13]([CH:16]([O:17][N:39]4[CH2:38][CH2:37][CH2:31][CH2:41][CH2:40]4)[C:25]4[N:30]=[CH:29][CH:28]=[CH:27][N:26]=4)[N:12]=3)[O:10][C:6]=2[CH:5]=[CH:4][N:3]=1, predict the reactants needed to synthesize it. The reactants are: [Cl:1][C:2]1[C:7]2[CH:8]=[C:9]([C:11]3[O:15][N:14]=[C:13]([CH2:16][O:17]C4CCNCC4)[N:12]=3)[O:10][C:6]=2[CH:5]=[CH:4][N:3]=1.Br[C:25]1[N:30]=[CH:29][CH:28]=[CH:27][N:26]=1.[CH2:31]1[CH2:41][CH2:40][N:39]2C(=NC[CH2:37][CH2:38]2)CC1. (3) Given the product [F:1][C:2]1[CH:3]=[C:4]([C@H:8]2[CH2:12][CH2:11][CH2:10][N:9]2[C:13]2[CH:18]=[CH:17][N:16]3[N:19]=[CH:20][C:21]([C:22]([NH:32][NH:31][C:26](=[O:30])[CH:27]([CH3:29])[CH3:28])=[O:23])=[C:15]3[N:14]=2)[CH:5]=[N:6][CH:7]=1, predict the reactants needed to synthesize it. The reactants are: [F:1][C:2]1[CH:3]=[C:4]([C@H:8]2[CH2:12][CH2:11][CH2:10][N:9]2[C:13]2[CH:18]=[CH:17][N:16]3[N:19]=[CH:20][C:21]([C:22](O)=[O:23])=[C:15]3[N:14]=2)[CH:5]=[N:6][CH:7]=1.Cl.[C:26]([NH:31][NH2:32])(=[O:30])[CH:27]([CH3:29])[CH3:28].CCN(C(C)C)C(C)C.CN(C(ON1N=NC2C=CC=NC1=2)=[N+](C)C)C.F[P-](F)(F)(F)(F)F.